This data is from Reaction yield outcomes from USPTO patents with 853,638 reactions. The task is: Predict the reaction yield, written as a fraction of the theoretical maximum amount of product (1.0 means a 100% yield; for example, 0.34 means a 34% yield). (1) The reactants are C(OC([N:8]1[CH2:11][CH:10]([C:12]2[C:17]([C:18]3[CH:19]=[C:20]([CH3:24])[CH:21]=[CH:22][CH:23]=3)=[N:16][CH:15]=[CH:14][N:13]=2)[CH2:9]1)=O)(C)(C)C.[ClH:25].CO. No catalyst specified. The product is [ClH:25].[NH:8]1[CH2:11][CH:10]([C:12]2[C:17]([C:18]3[CH:19]=[C:20]([CH3:24])[CH:21]=[CH:22][CH:23]=3)=[N:16][CH:15]=[CH:14][N:13]=2)[CH2:9]1. The yield is 0.992. (2) The reactants are [CH3:1][N:2]([C:4]([O:8][N:9]1[N:17]=[N:16][C:11]2[CH:12]=[CH:13][CH:14]=[N:15][C:10]1=2)=[N+:5]([CH3:7])[CH3:6])[CH3:3].[F:18][P-:19]([F:24])([F:23])([F:22])([F:21])[F:20].C1C=NC2N(O)N=NC=2C=1.CN1CCOCC1.Cl.C[C@]12[C@H]3C[C@H](C3(C)C)C[C@H]1OB([C@@H](N)CC(C)C)O2. The catalyst is CN(C=O)C. The product is [CH:13]1[CH:14]=[N:15][C:10]2[N:9]([OH:8])[N:17]=[N:16][C:11]=2[CH:12]=1.[CH3:7][N:5]([C:4]([O:8][N:9]1[N:17]=[N:16][C:11]2[CH:12]=[CH:13][CH:14]=[N:15][C:10]1=2)=[N+:2]([CH3:3])[CH3:1])[CH3:6].[F:18][P-:19]([F:24])([F:23])([F:22])([F:21])[F:20]. The yield is 0.660.